From a dataset of NCI-60 drug combinations with 297,098 pairs across 59 cell lines. Regression. Given two drug SMILES strings and cell line genomic features, predict the synergy score measuring deviation from expected non-interaction effect. (1) Drug 1: C1CCC(CC1)NC(=O)N(CCCl)N=O. Drug 2: COC1=NC(=NC2=C1N=CN2C3C(C(C(O3)CO)O)O)N. Cell line: RXF 393. Synergy scores: CSS=16.5, Synergy_ZIP=-4.06, Synergy_Bliss=4.14, Synergy_Loewe=1.65, Synergy_HSA=3.97. (2) Drug 1: CCC1(CC2CC(C3=C(CCN(C2)C1)C4=CC=CC=C4N3)(C5=C(C=C6C(=C5)C78CCN9C7C(C=CC9)(C(C(C8N6C=O)(C(=O)OC)O)OC(=O)C)CC)OC)C(=O)OC)O.OS(=O)(=O)O. Drug 2: CCC1=C2CN3C(=CC4=C(C3=O)COC(=O)C4(CC)O)C2=NC5=C1C=C(C=C5)O. Cell line: UACC-257. Synergy scores: CSS=9.81, Synergy_ZIP=-9.30, Synergy_Bliss=-4.38, Synergy_Loewe=-5.53, Synergy_HSA=-4.10. (3) Drug 1: CC12CCC3C(C1CCC2O)C(CC4=C3C=CC(=C4)O)CCCCCCCCCS(=O)CCCC(C(F)(F)F)(F)F. Drug 2: N.N.Cl[Pt+2]Cl. Cell line: OVCAR-4. Synergy scores: CSS=29.9, Synergy_ZIP=0.281, Synergy_Bliss=-2.68, Synergy_Loewe=-14.6, Synergy_HSA=-4.12. (4) Drug 1: C1CCC(CC1)NC(=O)N(CCCl)N=O. Cell line: A549. Synergy scores: CSS=37.7, Synergy_ZIP=2.71, Synergy_Bliss=0.924, Synergy_Loewe=-2.19, Synergy_HSA=2.87. Drug 2: CC1C(C(CC(O1)OC2CC(CC3=C2C(=C4C(=C3O)C(=O)C5=C(C4=O)C(=CC=C5)OC)O)(C(=O)CO)O)N)O.Cl. (5) Drug 1: C1CNP(=O)(OC1)N(CCCl)CCCl. Drug 2: CC1CC(C(C(C=C(C(C(C=CC=C(C(=O)NC2=CC(=O)C(=C(C1)C2=O)OC)C)OC)OC(=O)N)C)C)O)OC. Cell line: SK-OV-3. Synergy scores: CSS=47.6, Synergy_ZIP=9.85, Synergy_Bliss=9.76, Synergy_Loewe=-30.5, Synergy_HSA=6.39. (6) Drug 1: CN(C)N=NC1=C(NC=N1)C(=O)N. Drug 2: CC1=C(N=C(N=C1N)C(CC(=O)N)NCC(C(=O)N)N)C(=O)NC(C(C2=CN=CN2)OC3C(C(C(C(O3)CO)O)O)OC4C(C(C(C(O4)CO)O)OC(=O)N)O)C(=O)NC(C)C(C(C)C(=O)NC(C(C)O)C(=O)NCCC5=NC(=CS5)C6=NC(=CS6)C(=O)NCCC[S+](C)C)O. Cell line: COLO 205. Synergy scores: CSS=13.8, Synergy_ZIP=-3.70, Synergy_Bliss=-0.339, Synergy_Loewe=1.45, Synergy_HSA=1.57. (7) Drug 1: COC1=C(C=C2C(=C1)N=CN=C2NC3=CC(=C(C=C3)F)Cl)OCCCN4CCOCC4. Drug 2: C(CC(=O)O)C(=O)CN.Cl. Cell line: SNB-19. Synergy scores: CSS=17.1, Synergy_ZIP=-2.29, Synergy_Bliss=1.59, Synergy_Loewe=2.74, Synergy_HSA=2.87. (8) Drug 1: CCC1=C2CN3C(=CC4=C(C3=O)COC(=O)C4(CC)O)C2=NC5=C1C=C(C=C5)O. Drug 2: CC1=C(N=C(N=C1N)C(CC(=O)N)NCC(C(=O)N)N)C(=O)NC(C(C2=CN=CN2)OC3C(C(C(C(O3)CO)O)O)OC4C(C(C(C(O4)CO)O)OC(=O)N)O)C(=O)NC(C)C(C(C)C(=O)NC(C(C)O)C(=O)NCCC5=NC(=CS5)C6=NC(=CS6)C(=O)NCCC[S+](C)C)O. Cell line: U251. Synergy scores: CSS=55.8, Synergy_ZIP=0.00751, Synergy_Bliss=0.642, Synergy_Loewe=5.52, Synergy_HSA=8.65.